From a dataset of Experimentally validated miRNA-target interactions with 360,000+ pairs, plus equal number of negative samples. Binary Classification. Given a miRNA mature sequence and a target amino acid sequence, predict their likelihood of interaction. (1) The miRNA is hsa-miR-30c-2-3p with sequence CUGGGAGAAGGCUGUUUACUCU. The protein sequence of the target gene is MFLVNSFLKGGGGGGGGGGGLGGGLGNVLGGLISGAGGGGGGGGGGGGGGGGGGGGTAMRILGGVISAISEAAAQYNPEPPPPRTHYSNIEANESEEVRQFRRLFAQLAGDDMEVSATELMNILNKVVTRHPDLKTDGFGIDTCRSMVAVMDSDTTGKLGFEEFKYLWNNIKRWQAIYKQFDTDRSGTICSSELPGAFEAAGFHLNEHLYNMIIRRYSDESGNMDFDNFISCLVRLDAMFRAFKSLDKDGTGQIQVNIQEWLQLTMYS. Result: 1 (interaction). (2) The miRNA is hsa-miR-192-5p with sequence CUGACCUAUGAAUUGACAGCC. The protein sequence of the target gene is MDDSKVVGGKVKKPGKRGRKPAKIDLKAKLERSRQSARECRARKKLRYQYLEELVSSRERAICALREELEMYKQWCMAMDQGKIPSEIKALLTGEEQNKSQQNSSRHTKAGKTDANSNSW. Result: 1 (interaction).